From a dataset of NCI-60 drug combinations with 297,098 pairs across 59 cell lines. Regression. Given two drug SMILES strings and cell line genomic features, predict the synergy score measuring deviation from expected non-interaction effect. (1) Drug 1: CCCS(=O)(=O)NC1=C(C(=C(C=C1)F)C(=O)C2=CNC3=C2C=C(C=N3)C4=CC=C(C=C4)Cl)F. Drug 2: CCC1=C2CN3C(=CC4=C(C3=O)COC(=O)C4(CC)O)C2=NC5=C1C=C(C=C5)O. Cell line: RXF 393. Synergy scores: CSS=27.8, Synergy_ZIP=-0.961, Synergy_Bliss=1.27, Synergy_Loewe=-6.16, Synergy_HSA=4.48. (2) Synergy scores: CSS=48.8, Synergy_ZIP=-0.471, Synergy_Bliss=2.91, Synergy_Loewe=3.24, Synergy_HSA=5.65. Cell line: RXF 393. Drug 2: CC1=C2C(C(=O)C3(C(CC4C(C3C(C(C2(C)C)(CC1OC(=O)C(C(C5=CC=CC=C5)NC(=O)C6=CC=CC=C6)O)O)OC(=O)C7=CC=CC=C7)(CO4)OC(=O)C)O)C)OC(=O)C. Drug 1: CCC1=CC2CC(C3=C(CN(C2)C1)C4=CC=CC=C4N3)(C5=C(C=C6C(=C5)C78CCN9C7C(C=CC9)(C(C(C8N6C)(C(=O)OC)O)OC(=O)C)CC)OC)C(=O)OC.C(C(C(=O)O)O)(C(=O)O)O. (3) Drug 1: CC1=C2C(C(=O)C3(C(CC4C(C3C(C(C2(C)C)(CC1OC(=O)C(C(C5=CC=CC=C5)NC(=O)OC(C)(C)C)O)O)OC(=O)C6=CC=CC=C6)(CO4)OC(=O)C)OC)C)OC. Drug 2: C1=NC2=C(N1)C(=S)N=CN2. Cell line: T-47D. Synergy scores: CSS=22.3, Synergy_ZIP=-1.10, Synergy_Bliss=-1.82, Synergy_Loewe=-15.4, Synergy_HSA=-0.696. (4) Drug 1: CCCS(=O)(=O)NC1=C(C(=C(C=C1)F)C(=O)C2=CNC3=C2C=C(C=N3)C4=CC=C(C=C4)Cl)F. Drug 2: CC12CCC3C(C1CCC2OP(=O)(O)O)CCC4=C3C=CC(=C4)OC(=O)N(CCCl)CCCl.[Na+]. Cell line: NCI-H226. Synergy scores: CSS=-1.08, Synergy_ZIP=-0.473, Synergy_Bliss=-2.61, Synergy_Loewe=-5.28, Synergy_HSA=-5.25. (5) Drug 1: CS(=O)(=O)CCNCC1=CC=C(O1)C2=CC3=C(C=C2)N=CN=C3NC4=CC(=C(C=C4)OCC5=CC(=CC=C5)F)Cl. Drug 2: C1CN1C2=NC(=NC(=N2)N3CC3)N4CC4. Cell line: SK-MEL-28. Synergy scores: CSS=13.7, Synergy_ZIP=-4.81, Synergy_Bliss=-4.43, Synergy_Loewe=-8.71, Synergy_HSA=-3.90. (6) Drug 1: CNC(=O)C1=CC=CC=C1SC2=CC3=C(C=C2)C(=NN3)C=CC4=CC=CC=N4. Drug 2: C1C(C(OC1N2C=NC(=NC2=O)N)CO)O. Cell line: MDA-MB-231. Synergy scores: CSS=9.21, Synergy_ZIP=-2.89, Synergy_Bliss=0.583, Synergy_Loewe=-5.01, Synergy_HSA=-2.41.